From a dataset of Full USPTO retrosynthesis dataset with 1.9M reactions from patents (1976-2016). Predict the reactants needed to synthesize the given product. (1) Given the product [CH3:55][C:56]1[N:61]=[C:60]([C:62]([NH:64][C:65]2[CH:73]=[C:72]([C:74]3[CH:79]=[CH:78][N:77]=[C:76]4[NH:80][CH:81]=[CH:82][C:75]=34)[CH:71]=[C:70]3[C:66]=2[CH:67]=[N:68][N:69]3[CH3:93])=[O:63])[CH:59]=[CH:58][CH:57]=1, predict the reactants needed to synthesize it. The reactants are: CC1N=C(C(O)=O)C=CC=1.ClC(N(C)C)=C(C)C.CN1C2C=C(C3C=CN=C4N(S(C5C=CC(C)=CC=5)(=O)=O)C=CC=34)C=C(N)C=2C=N1.N1C=CC=CC=1.[CH3:55][C:56]1[N:61]=[C:60]([C:62]([NH:64][C:65]2[CH:73]=[C:72]([C:74]3[CH:79]=[CH:78][N:77]=[C:76]4[N:80](S(C5C=CC(C)=CC=5)(=O)=O)[CH:81]=[CH:82][C:75]=34)[CH:71]=[C:70]3[C:66]=2[CH:67]=[N:68][N:69]3[CH3:93])=[O:63])[CH:59]=[CH:58][CH:57]=1.C[Si](C)(C)[O-].[K+]. (2) Given the product [CH3:10][O:9][C:3]1[C:2]([B:19]2[O:20][C:21]([CH3:23])([CH3:22])[C:17]([CH3:33])([CH3:16])[O:18]2)=[CH:7][N:6]=[C:5]([NH2:8])[N:4]=1, predict the reactants needed to synthesize it. The reactants are: Br[C:2]1[C:3]([O:9][CH3:10])=[N:4][C:5]([NH2:8])=[N:6][CH:7]=1.C([O-])(=O)C.[K+].[CH3:16][C:17]1([CH3:33])[C:21]([CH3:23])([CH3:22])[O:20][B:19]([B:19]2[O:20][C:21]([CH3:23])([CH3:22])[C:17]([CH3:33])([CH3:16])[O:18]2)[O:18]1.COC1C=CN=C(N)N=1.B(O)O. (3) Given the product [C:1]([C:5]1[CH:6]=[CH:7][C:8]([C:11]2[C:20]3[C:19]([CH3:22])([CH3:21])[CH2:18][CH2:17][C:16]([CH3:24])([CH3:23])[C:15]=3[CH:14]=[C:13]([C:25](=[O:27])/[CH:26]=[CH:35]/[C:34]3[CH:37]=[CH:38][C:31]([C:28]([OH:30])=[O:29])=[CH:32][CH:33]=3)[CH:12]=2)=[CH:9][CH:10]=1)([CH3:4])([CH3:2])[CH3:3], predict the reactants needed to synthesize it. The reactants are: [C:1]([C:5]1[CH:10]=[CH:9][C:8]([C:11]2[C:20]3[C:19]([CH3:22])([CH3:21])[CH2:18][CH2:17][C:16]([CH3:24])([CH3:23])[C:15]=3[CH:14]=[C:13]([C:25](=[O:27])[CH3:26])[CH:12]=2)=[CH:7][CH:6]=1)([CH3:4])([CH3:3])[CH3:2].[C:28]([C:31]1[CH:38]=[CH:37][C:34]([CH:35]=O)=[CH:33][CH:32]=1)([OH:30])=[O:29].[OH-].[K+]. (4) Given the product [CH3:24][NH:25][C:2]1[N:7]=[C:6]([C:8]2[S:9][C:10]3[CH:16]=[C:15]([O:17][CH2:18][CH2:19][CH2:20][F:21])[CH:14]=[CH:13][C:11]=3[CH:12]=2)[CH:5]=[CH:4][N:3]=1, predict the reactants needed to synthesize it. The reactants are: Cl[C:2]1[N:7]=[C:6]([C:8]2[S:9][C:10]3[CH:16]=[C:15]([O:17][CH2:18][CH2:19][CH2:20][F:21])[CH:14]=[CH:13][C:11]=3[CH:12]=2)[CH:5]=[CH:4][N:3]=1.CO.[CH3:24][NH2:25]. (5) Given the product [N:18]1([C:8]2[O:9][C@H:5]3[CH2:4][C@H:3]([CH:2]([F:16])[F:1])[C@@H:13]([OH:14])[C@H:12]([OH:15])[C@H:6]3[N:7]=2)[CH2:21][CH2:20][CH2:19]1, predict the reactants needed to synthesize it. The reactants are: [F:1][CH:2]([F:16])[C@@H:3]1[C@@H:13]([OH:14])[C@H:12]([OH:15])[C@H:6]2[N:7]=[C:8](SC)[O:9][C@H:5]2[CH2:4]1.Cl.[NH:18]1[CH2:21][CH2:20][CH2:19]1.C([O-])(O)=O.[Na+]. (6) Given the product [F:42][C:7]1[CH:8]=[CH:9][C:4]2[N:3]=[C:2]([NH:10][N:11]=[CH:12][C:13]3[O:14][C:15]([N+:18]([O-:20])=[O:19])=[CH:16][CH:17]=3)[S:1][C:5]=2[CH:6]=1, predict the reactants needed to synthesize it. The reactants are: [S:1]1[C:5]2[CH:6]=[CH:7][CH:8]=[CH:9][C:4]=2[N:3]=[C:2]1[NH:10][N:11]=[CH:12][C:13]1[O:14][C:15]([N+:18]([O-:20])=[O:19])=[CH:16][CH:17]=1.[N+](C1OC(C=O)=CC=1)([O-])=O.N(C1SC2C=C([F:42])C=CC=2N=1)N.